This data is from Reaction yield outcomes from USPTO patents with 853,638 reactions. The task is: Predict the reaction yield, written as a fraction of the theoretical maximum amount of product (1.0 means a 100% yield; for example, 0.34 means a 34% yield). (1) The catalyst is CC([O-])=O.CC([O-])=O.[Pd+2].C(P(C(C)(C)C)C1C=CC=CC=1C1C=CC=CC=1N(C)C)(C)(C)C. The reactants are Br[C:2]1[N:3]=[C:4]2[C:10]([CH:11]=[O:12])=[CH:9][N:8]([CH2:13][O:14][CH2:15][CH2:16][Si:17]([CH3:20])([CH3:19])[CH3:18])[C:5]2=[N:6][CH:7]=1.[C:21]1([OH:27])[CH:26]=[CH:25][CH:24]=[CH:23][CH:22]=1.[O-]P([O-])([O-])=O.[K+].[K+].[K+]. The yield is 0.610. The product is [O:27]([C:2]1[N:3]=[C:4]2[C:10]([CH:11]=[O:12])=[CH:9][N:8]([CH2:13][O:14][CH2:15][CH2:16][Si:17]([CH3:20])([CH3:19])[CH3:18])[C:5]2=[N:6][CH:7]=1)[C:21]1[CH:26]=[CH:25][CH:24]=[CH:23][CH:22]=1. (2) The reactants are [OH:1][C:2]1[CH:7]=[CH:6][CH:5]=[CH:4][C:3]=1[C:8](=[O:17])[CH2:9][C:10]([O:12][C:13]([CH3:16])([CH3:15])[CH3:14])=[O:11].[C:18]1([CH3:26])[CH:23]=[CH:22][C:21]([CH:24]=O)=[CH:20][CH:19]=1.N1CCCCC1.C(O)(=O)C. The catalyst is C1C=CC=CC=1. The product is [OH:1][C:2]1[CH:7]=[CH:6][CH:5]=[CH:4][C:3]=1[C:8](/[C:9](=[CH:26]\[C:18]1[CH:23]=[CH:22][C:21]([CH3:24])=[CH:20][CH:19]=1)/[C:10]([O:12][C:13]([CH3:14])([CH3:16])[CH3:15])=[O:11])=[O:17]. The yield is 0.690. (3) The reactants are Cl[C:2]1[N:7]=[C:6]([NH:8][CH2:9][C:10]2[CH:14]=[C:13]([CH3:15])[O:12][C:11]=2[CH3:16])[C:5]([F:17])=[CH:4][N:3]=1.[NH2:18][C:19]1[CH:20]=[C:21]([OH:25])[CH:22]=[CH:23][CH:24]=1. No catalyst specified. The product is [CH3:16][C:11]1[O:12][C:13]([CH3:15])=[CH:14][C:10]=1[CH2:9][NH:8][C:6]1[C:5]([F:17])=[CH:4][N:3]=[C:2]([NH:18][C:19]2[CH:24]=[CH:23][CH:22]=[C:21]([OH:25])[CH:20]=2)[N:7]=1. The yield is 0.0500. (4) The reactants are [CH3:1][O:2][C:3]1[CH:9]=[C:8]([CH:10]2[CH2:15][CH2:14][NH:13][CH2:12][CH2:11]2)[CH:7]=[CH:6][C:4]=1[NH2:5].[CH:16]([S:18]([CH3:21])(=[O:20])=[O:19])=[CH2:17]. The catalyst is C(Cl)Cl. The product is [CH3:1][O:2][C:3]1[CH:9]=[C:8]([CH:10]2[CH2:15][CH2:14][N:13]([CH2:17][CH2:16][S:18]([CH3:21])(=[O:20])=[O:19])[CH2:12][CH2:11]2)[CH:7]=[CH:6][C:4]=1[NH2:5]. The yield is 0.580. (5) The product is [O:12]=[C:7]1[N:6]([CH:13]2[CH2:18][CH2:17][NH:16][CH2:15][CH2:14]2)[CH2:5][C:4]2[C:9](=[CH:10][CH:11]=[C:2]([C:19]#[N:20])[CH:3]=2)[NH:8]1. The yield is 0.380. The reactants are Br[C:2]1[CH:3]=[C:4]2[C:9](=[CH:10][CH:11]=1)[NH:8][C:7](=[O:12])[N:6]([CH:13]1[CH2:18][CH2:17][NH:16][CH2:15][CH2:14]1)[CH2:5]2.[CH3:19][N:20](C)C=O. The catalyst is [C-]#N.[Zn+2].[C-]#N.C1C=CC([P]([Pd]([P](C2C=CC=CC=2)(C2C=CC=CC=2)C2C=CC=CC=2)([P](C2C=CC=CC=2)(C2C=CC=CC=2)C2C=CC=CC=2)[P](C2C=CC=CC=2)(C2C=CC=CC=2)C2C=CC=CC=2)(C2C=CC=CC=2)C2C=CC=CC=2)=CC=1. (6) The reactants are [F:1][C:2]([F:21])([F:20])[C:3]1[N:8]=[CH:7][C:6]([NH:9][C:10]2[C:11]3[CH2:19][CH2:18][NH:17][CH2:16][C:12]=3[N:13]=[CH:14][N:15]=2)=[CH:5][CH:4]=1.Cl[C:23]1[C:28]([Cl:29])=[CH:27][CH:26]=[CH:25][N:24]=1.C(N(CC)C(C)C)(C)C. The catalyst is O1CCOCC1.CN(C)C(=O)C. The product is [Cl:29][C:28]1[C:23]([N:17]2[CH2:18][CH2:19][C:11]3[C:10]([NH:9][C:6]4[CH:7]=[N:8][C:3]([C:2]([F:20])([F:1])[F:21])=[CH:4][CH:5]=4)=[N:15][CH:14]=[N:13][C:12]=3[CH2:16]2)=[N:24][CH:25]=[CH:26][CH:27]=1. The yield is 0.280.